This data is from Catalyst prediction with 721,799 reactions and 888 catalyst types from USPTO. The task is: Predict which catalyst facilitates the given reaction. Reactant: [NH2:1][C:2]1[CH:7]=[CH:6][C:5]([C:8]2([C:12]([O:14][CH2:15][CH3:16])=[O:13])[CH2:11][CH2:10][CH2:9]2)=[CH:4][C:3]=1[O:17][CH2:18][C:19]([F:22])([F:21])[F:20].C1C(=O)N([Cl:30])C(=O)C1. Product: [NH2:1][C:2]1[C:3]([O:17][CH2:18][C:19]([F:20])([F:21])[F:22])=[CH:4][C:5]([C:8]2([C:12]([O:14][CH2:15][CH3:16])=[O:13])[CH2:11][CH2:10][CH2:9]2)=[CH:6][C:7]=1[Cl:30]. The catalyst class is: 146.